Dataset: Forward reaction prediction with 1.9M reactions from USPTO patents (1976-2016). Task: Predict the product of the given reaction. (1) The product is: [CH3:19][C:20]1[CH:25]=[CH:24][C:23]([S:26]([O:1][CH2:2][C@H:3]2[CH2:7][CH2:6][C@@H:5]([NH:8][C:30]([O:33][C:3]([CH3:7])([CH3:4])[CH3:2])=[O:31])[CH2:4]2)(=[O:28])=[O:27])=[CH:22][CH:21]=1. Given the reactants [OH:1][CH2:2][C@H:3]1[CH2:7][CH2:6][C@@H:5]([NH:8]C(=O)CC(C)(C)C)[CH2:4]1.C(Cl)Cl.[CH3:19][C:20]1[CH:25]=[CH:24][C:23]([S:26](Cl)(=[O:28])=[O:27])=[CH:22][CH:21]=1.[C:30]([O-:33])(O)=[O:31].[Na+], predict the reaction product. (2) Given the reactants [CH3:1][C:2]1[C:7]([Cl:8])=[CH:6][CH:5]=[CH:4][C:3]=1[N:9]1[C:13](=[O:14])[NH:12][N:11]=[N:10]1.[C:15](=O)([O-])[O-].[K+].[K+].S(OC)(OC)(=O)=O.C(=O)(O)[O-].[Na+], predict the reaction product. The product is: [CH3:1][C:2]1[C:7]([Cl:8])=[CH:6][CH:5]=[CH:4][C:3]=1[N:9]1[C:13](=[O:14])[N:12]([CH3:15])[N:11]=[N:10]1. (3) Given the reactants C[O:2][C:3]([CH:5]1[CH2:10][N:9]([S:11]([C:14]2[CH:19]=[CH:18][C:17]([Br:20])=[CH:16][CH:15]=2)(=[O:13])=[O:12])[CH2:8][CH2:7][N:6]1[C:21]([O:23][C:24]([CH3:27])([CH3:26])[CH3:25])=[O:22])=O.[H-].[H-].[H-].[H-].[Li+].[Al+3], predict the reaction product. The product is: [Br:20][C:17]1[CH:18]=[CH:19][C:14]([S:11]([N:9]2[CH2:8][CH2:7][N:6]([C:21]([O:23][C:24]([CH3:25])([CH3:26])[CH3:27])=[O:22])[CH:5]([CH2:3][OH:2])[CH2:10]2)(=[O:12])=[O:13])=[CH:15][CH:16]=1. (4) The product is: [CH3:23][O:22][C:19]1[C:20]2[N:21]=[C:13]([C:4]3[N:3]([CH3:24])[C:2]([C:27]4[CH:28]=[CH:29][S:25][CH:26]=4)=[N:6][C:5]=3[C:7]3[CH:12]=[CH:11][CH:10]=[CH:9][CH:8]=3)[S:14][C:15]=2[N:16]=[CH:17][N:18]=1. Given the reactants Br[C:2]1[N:3]([CH3:24])[C:4]([C:13]2[S:14][C:15]3[N:16]=[CH:17][N:18]=[C:19]([O:22][CH3:23])[C:20]=3[N:21]=2)=[C:5]([C:7]2[CH:12]=[CH:11][CH:10]=[CH:9][CH:8]=2)[N:6]=1.[S:25]1[CH:29]=[CH:28][C:27](B(O)O)=[CH:26]1.C(=O)([O-])[O-].[K+].[K+].[O-]S([O-])(=O)=O.[Mg+2], predict the reaction product.